From a dataset of Peptide-MHC class I binding affinity with 185,985 pairs from IEDB/IMGT. Regression. Given a peptide amino acid sequence and an MHC pseudo amino acid sequence, predict their binding affinity value. This is MHC class I binding data. (1) The peptide sequence is KTIQGGLGW. The MHC is HLA-B40:01 with pseudo-sequence HLA-B40:01. The binding affinity (normalized) is 0.0847. (2) The peptide sequence is VLIRRCHYL. The MHC is HLA-A29:02 with pseudo-sequence HLA-A29:02. The binding affinity (normalized) is 0.0847. (3) The peptide sequence is GEHWLGRIW. The MHC is HLA-B15:01 with pseudo-sequence HLA-B15:01. The binding affinity (normalized) is 0.0847. (4) The peptide sequence is EQKLRPNSF. The MHC is HLA-B15:03 with pseudo-sequence HLA-B15:03. The binding affinity (normalized) is 0.352. (5) The peptide sequence is HVLLPFYETL. The MHC is HLA-A02:02 with pseudo-sequence HLA-A02:02. The binding affinity (normalized) is 0.687. (6) The peptide sequence is ETAWDFGSV. The MHC is HLA-A26:01 with pseudo-sequence HLA-A26:01. The binding affinity (normalized) is 0.707. (7) The peptide sequence is RTKLKLTPI. The MHC is Patr-B0101 with pseudo-sequence Patr-B0101. The binding affinity (normalized) is 0.377.